Dataset: NCI-60 drug combinations with 297,098 pairs across 59 cell lines. Task: Regression. Given two drug SMILES strings and cell line genomic features, predict the synergy score measuring deviation from expected non-interaction effect. (1) Cell line: NCI/ADR-RES. Synergy scores: CSS=8.86, Synergy_ZIP=-2.79, Synergy_Bliss=1.61, Synergy_Loewe=0.684, Synergy_HSA=2.33. Drug 1: CC1=C2C(C(=O)C3(C(CC4C(C3C(C(C2(C)C)(CC1OC(=O)C(C(C5=CC=CC=C5)NC(=O)OC(C)(C)C)O)O)OC(=O)C6=CC=CC=C6)(CO4)OC(=O)C)OC)C)OC. Drug 2: C1CC(C1)(C(=O)O)C(=O)O.[NH2-].[NH2-].[Pt+2]. (2) Drug 1: CCC1=C2CN3C(=CC4=C(C3=O)COC(=O)C4(CC)O)C2=NC5=C1C=C(C=C5)O. Drug 2: C(CCl)NC(=O)N(CCCl)N=O. Cell line: OVCAR-4. Synergy scores: CSS=8.22, Synergy_ZIP=-1.68, Synergy_Bliss=1.20, Synergy_Loewe=-1.02, Synergy_HSA=1.32. (3) Drug 1: CC1C(C(CC(O1)OC2CC(CC3=C2C(=C4C(=C3O)C(=O)C5=C(C4=O)C(=CC=C5)OC)O)(C(=O)CO)O)N)O.Cl. Drug 2: C1=CC(=C2C(=C1NCCNCCO)C(=O)C3=C(C=CC(=C3C2=O)O)O)NCCNCCO. Cell line: OVCAR-4. Synergy scores: CSS=14.3, Synergy_ZIP=-3.09, Synergy_Bliss=-0.815, Synergy_Loewe=-1.78, Synergy_HSA=1.39. (4) Drug 1: C1=NC2=C(N=C(N=C2N1C3C(C(C(O3)CO)O)O)F)N. Drug 2: CC1=C(N=C(N=C1N)C(CC(=O)N)NCC(C(=O)N)N)C(=O)NC(C(C2=CN=CN2)OC3C(C(C(C(O3)CO)O)O)OC4C(C(C(C(O4)CO)O)OC(=O)N)O)C(=O)NC(C)C(C(C)C(=O)NC(C(C)O)C(=O)NCCC5=NC(=CS5)C6=NC(=CS6)C(=O)NCCC[S+](C)C)O. Cell line: MDA-MB-435. Synergy scores: CSS=6.67, Synergy_ZIP=-3.16, Synergy_Bliss=-4.22, Synergy_Loewe=-1.90, Synergy_HSA=-3.02. (5) Drug 1: COC1=CC(=CC(=C1O)OC)C2C3C(COC3=O)C(C4=CC5=C(C=C24)OCO5)OC6C(C(C7C(O6)COC(O7)C8=CC=CS8)O)O. Drug 2: C1=CC=C(C=C1)NC(=O)CCCCCCC(=O)NO. Cell line: NCI-H460. Synergy scores: CSS=52.3, Synergy_ZIP=3.05, Synergy_Bliss=3.92, Synergy_Loewe=-6.41, Synergy_HSA=5.89.